Dataset: Experimentally validated miRNA-target interactions with 360,000+ pairs, plus equal number of negative samples. Task: Binary Classification. Given a miRNA mature sequence and a target amino acid sequence, predict their likelihood of interaction. (1) The miRNA is hsa-miR-6817-3p with sequence UCUCUCUGACUCCAUGGCA. The protein sequence of the target gene is MEIVGCRAEDNSCPFRPPAMLFHGISGGHIQGIMEEMERRSKTEARLAKGAQLNGRDAGMPPLSPEKPALCAGCGGKISDRYYLLAVDKQWHLRCLKCCECKLALESELTCFAKDGSIYCKEDYYRRFSVQRCARCHLGISASEMVMRARDSVYHLSCFTCSTCNKTLTTGDHFGMKDSLVYCRAHFETLLQGEYPPQLSYTELAAKSGGLALPYFNGTGTVQKGRPRKRKSPALGVDIVNYNSGCNENEADHLDRDQQPYPPSQKTKRMRTSFKHHQLRTMKSYFAINHNPDAKDLKQL.... Result: 1 (interaction). (2) The miRNA is mmu-miR-1958 with sequence UAGGAAAGUGGAAGCAGUAAGU. The protein sequence of the target gene is MSSKQEIMDDQRFRRVSKDPRFWEMPEKERKVKIDKRFRAMFHDKKFKLNYAVDKRGRPISHSTTEDLKRFYDLSDSDSDLSDEESKILSQKKAKQKKKQTKKEAKSIEKPIEEKKKETKKTDQKDSINKHDLNNSERVQKMKNSQKPQKIDSEISPKKDNEEFLQNKKKKRGTTDLSVEALPKGKLRTKDSSTSEMVKSSTMSSSKAKREKQSVVPVIMAKDNDGKMPDEDALEEDSDSASELGSDEESEDEIISDGKTSADEDESEEEDEEEEEDSEEEEEEEEEDESDSGPDLARGK.... Result: 0 (no interaction).